Dataset: Tyrosyl-DNA phosphodiesterase HTS with 341,365 compounds. Task: Binary Classification. Given a drug SMILES string, predict its activity (active/inactive) in a high-throughput screening assay against a specified biological target. (1) The drug is S(=O)(=O)(N(CC)CC)c1c(ccc(NC(=O)c2c3c(nc(c2)c2ncccc2)cccc3)c1)C. The result is 0 (inactive). (2) The compound is O=C1N(C(=O)CC1N1CCC(CC1)(c1ccccc1)C#N)c1cc2OCOc2cc1. The result is 0 (inactive). (3) The drug is s1c(c(OCc2ccc(cc2)C)cc1)c1[nH]nc(SC)n1. The result is 0 (inactive). (4) The molecule is o1c(c2cc(OC)ccc2)cc(=O)c2c1ccc(O)c2. The result is 0 (inactive). (5) The drug is S1C(N(C(C1)C(O)=O)C(=O)C)c1ccc(OC)cc1. The result is 0 (inactive).